Dataset: Peptide-MHC class I binding affinity with 185,985 pairs from IEDB/IMGT. Task: Regression. Given a peptide amino acid sequence and an MHC pseudo amino acid sequence, predict their binding affinity value. This is MHC class I binding data. The peptide sequence is WEIQQVVDA. The MHC is HLA-B40:02 with pseudo-sequence HLA-B40:02. The binding affinity (normalized) is 0.631.